This data is from Catalyst prediction with 721,799 reactions and 888 catalyst types from USPTO. The task is: Predict which catalyst facilitates the given reaction. Reactant: [CH3:1][C:2]1[C:6]([CH3:7])=[C:5]([C:8]([OH:10])=O)[NH:4][N:3]=1.F[P-](F)(F)(F)(F)F.N1(O[P+](N2CCCC2)(N2CCCC2)N2CCCC2)C2C=CC=CC=2N=N1.C(N(CC)C(C)C)(C)C.[F:53][C:54]1[CH:59]=[CH:58][C:57]([C:60]2[CH:69]=[C:63]3[N:64]=[CH:65][C:66]([NH2:68])=[CH:67][N:62]3[N:61]=2)=[CH:56][CH:55]=1. Product: [F:53][C:54]1[CH:55]=[CH:56][C:57]([C:60]2[CH:69]=[C:63]3[N:64]=[CH:65][C:66]([NH:68][C:8]([C:5]4[C:6]([CH3:7])=[C:2]([CH3:1])[NH:3][N:4]=4)=[O:10])=[CH:67][N:62]3[N:61]=2)=[CH:58][CH:59]=1. The catalyst class is: 287.